This data is from Forward reaction prediction with 1.9M reactions from USPTO patents (1976-2016). The task is: Predict the product of the given reaction. (1) Given the reactants [CH3:1][N:2]([CH3:23])[CH2:3][CH2:4][C:5]([C:7]1[CH:12]=[CH:11][C:10]([O:13][CH2:14][CH2:15][CH2:16][N:17]2[CH2:22][CH2:21][CH2:20][CH2:19][CH2:18]2)=[CH:9][CH:8]=1)=[O:6].[BH4-].[Na+], predict the reaction product. The product is: [CH3:23][N:2]([CH3:1])[CH2:3][CH2:4][CH:5]([C:7]1[CH:12]=[CH:11][C:10]([O:13][CH2:14][CH2:15][CH2:16][N:17]2[CH2:18][CH2:19][CH2:20][CH2:21][CH2:22]2)=[CH:9][CH:8]=1)[OH:6]. (2) Given the reactants C[C:2]1[CH:7]=[CH:6][C:5]2[NH:8][C:9]3[C:14]([C:15](=[O:16])[C:4]=2[CH:3]=1)=[CH:13][C:12]1[NH:17][C:18]2[CH:25]=[CH:24][C:23](C)=[CH:22][C:19]=2[C:20](=[O:21])[C:11]=1[CH:10]=3.C=O.C1(S(O)(=O)=O)C2C(=CC=CC=2)C=CC=1.C1C=C2C(C3C(NC2=CC=1)=CC1C(C2C(NC=1C=3)=CC=CC=2)=O)=O.C=O.C1(S(O)(=O)=O)C2C(=CC=CC=2)C=CC=1, predict the reaction product. The product is: [CH:23]1[CH:22]=[C:19]2[C:20]([C:11]3[C:12]([NH:17][C:18]2=[CH:25][CH:24]=1)=[CH:13][C:14]1[C:15]([C:4]2[C:5]([NH:8][C:9]=1[CH:10]=3)=[CH:6][CH:7]=[CH:2][CH:3]=2)=[O:16])=[O:21]. (3) Given the reactants [CH2:1]([O:3][C:4](=[O:33])[CH2:5][C:6]1[CH:7]=[C:8]([C:14]2[CH:19]=[CH:18][C:17]([C:20]([F:23])([F:22])[F:21])=[CH:16][C:15]=2[CH2:24][N:25]([C:28]([CH:30]2[CH2:32][CH2:31]2)=[O:29])[CH2:26][CH3:27])[C:9]([O:12][CH3:13])=[CH:10][CH:11]=1)[CH3:2].[CH3:34][Si]([N-][Si](C)(C)C)(C)C.[Na+].IC, predict the reaction product. The product is: [CH2:1]([O:3][C:4](=[O:33])[CH:5]([C:6]1[CH:7]=[C:8]([C:14]2[CH:19]=[CH:18][C:17]([C:20]([F:22])([F:23])[F:21])=[CH:16][C:15]=2[CH2:24][N:25]([C:28]([CH:30]2[CH2:32][CH2:31]2)=[O:29])[CH2:26][CH3:27])[C:9]([O:12][CH3:13])=[CH:10][CH:11]=1)[CH3:34])[CH3:2]. (4) Given the reactants [CH:1]1([C:4]2[N:13]=[C:12](N3CCN(C4C=CC(F)=CC=4OC)CC3)[C:11]3[C:6](=[CH:7][C:8]([O:31][CH3:32])=[C:9]([O:29][CH3:30])[CH:10]=3)[N:5]=2)[CH2:3][CH2:2]1.FC1C=CC(N2CCNCC2)=C(OC)C=1.[Cl:48][C:49]1[C:54]([Cl:55])=[CH:53][CH:52]=[CH:51][C:50]=1[N:56]1[CH2:61][CH2:60][NH:59][CH2:58][CH2:57]1, predict the reaction product. The product is: [CH:1]1([C:4]2[N:13]=[C:12]([N:59]3[CH2:60][CH2:61][N:56]([C:50]4[CH:51]=[CH:52][CH:53]=[C:54]([Cl:55])[C:49]=4[Cl:48])[CH2:57][CH2:58]3)[C:11]3[C:6](=[CH:7][C:8]([O:31][CH3:32])=[C:9]([O:29][CH3:30])[CH:10]=3)[N:5]=2)[CH2:3][CH2:2]1.